Dataset: Reaction yield outcomes from USPTO patents with 853,638 reactions. Task: Predict the reaction yield, written as a fraction of the theoretical maximum amount of product (1.0 means a 100% yield; for example, 0.34 means a 34% yield). (1) The reactants are [CH:1]1([C:4](Cl)=[O:5])[CH2:3][CH2:2]1.[O:7]1[CH:11]=[CH:10][CH:9]=[C:8]1[C:12]1[N:17]=[C:16]([NH2:18])[CH:15]=[N:14][C:13]=1[C:19]1[CH:24]=[CH:23][N:22]=[C:21]([CH3:25])[N:20]=1. The catalyst is N1C=CC=CC=1. The product is [O:7]1[CH:11]=[CH:10][CH:9]=[C:8]1[C:12]1[N:17]=[C:16]([NH:18][C:4]([CH:1]2[CH2:3][CH2:2]2)=[O:5])[CH:15]=[N:14][C:13]=1[C:19]1[CH:24]=[CH:23][N:22]=[C:21]([CH3:25])[N:20]=1. The yield is 0.250. (2) The reactants are [Si:1]([O:8][CH2:9][C:10]1[CH:15]=[CH:14][N:13]=[C:12](Cl)[C:11]=1[F:17])([C:4]([CH3:7])([CH3:6])[CH3:5])([CH3:3])[CH3:2].[C:18](=[NH:31])([C:25]1[CH:30]=[CH:29][CH:28]=[CH:27][CH:26]=1)[C:19]1[CH:24]=[CH:23][CH:22]=[CH:21][CH:20]=1.C1C=CC(P(C2C=CC3C(=CC=CC=3)C=2C2C3C(=CC=CC=3)C=CC=2P(C2C=CC=CC=2)C2C=CC=CC=2)C2C=CC=CC=2)=CC=1.CC(C)([O-])C.[Na+]. The catalyst is C1(C)C=CC=CC=1.C1C=CC(/C=C/C(/C=C/C2C=CC=CC=2)=O)=CC=1.C1C=CC(/C=C/C(/C=C/C2C=CC=CC=2)=O)=CC=1.C1C=CC(/C=C/C(/C=C/C2C=CC=CC=2)=O)=CC=1.[Pd].[Pd].C(OCC)(=O)C. The product is [C:18](=[N:31][C:12]1[C:11]([F:17])=[C:10]([CH2:9][O:8][Si:1]([C:4]([CH3:7])([CH3:6])[CH3:5])([CH3:3])[CH3:2])[CH:15]=[CH:14][N:13]=1)([C:25]1[CH:26]=[CH:27][CH:28]=[CH:29][CH:30]=1)[C:19]1[CH:24]=[CH:23][CH:22]=[CH:21][CH:20]=1. The yield is 0.600.